The task is: Regression. Given a peptide amino acid sequence and an MHC pseudo amino acid sequence, predict their binding affinity value. This is MHC class I binding data.. This data is from Peptide-MHC class I binding affinity with 185,985 pairs from IEDB/IMGT. (1) The MHC is Mamu-A2601 with pseudo-sequence Mamu-A2601. The peptide sequence is GVRLLAHVI. The binding affinity (normalized) is 0.568. (2) The peptide sequence is DWMDRIEEF. The MHC is HLA-A02:01 with pseudo-sequence HLA-A02:01. The binding affinity (normalized) is 0.0847. (3) The peptide sequence is AFLIGANYL. The MHC is HLA-A29:02 with pseudo-sequence HLA-A29:02. The binding affinity (normalized) is 0.0584.